This data is from Reaction yield outcomes from USPTO patents with 853,638 reactions. The task is: Predict the reaction yield, written as a fraction of the theoretical maximum amount of product (1.0 means a 100% yield; for example, 0.34 means a 34% yield). (1) The reactants are [CH3:1][O:2][C:3](=[O:20])[CH:4]([C:10]1[CH:15]=[C:14]([CH:16]=[O:17])[C:13]([OH:18])=[C:12](Br)[CH:11]=1)[CH2:5][C:6]([O:8][CH3:9])=[O:7].[N+:21]([C:24]1[CH:25]=[C:26](B(O)O)[CH:27]=[CH:28][CH:29]=1)([O-:23])=[O:22].C(=O)([O-])[O-].[Na+].[Na+].Cl. The catalyst is [Pd].C1(P(C2C=CC=CC=2)C2C=CC=CC=2)C=CC=CC=1.C1(P(C2C=CC=CC=2)C2C=CC=CC=2)C=CC=CC=1.C1(P(C2C=CC=CC=2)C2C=CC=CC=2)C=CC=CC=1.C1(P(C2C=CC=CC=2)C2C=CC=CC=2)C=CC=CC=1.CO.C1(C)C=CC=CC=1. The product is [CH3:1][O:2][C:3](=[O:20])[CH:4]([C:10]1[CH:11]=[C:12]([C:28]2[CH:27]=[CH:26][CH:25]=[C:24]([N+:21]([O-:23])=[O:22])[CH:29]=2)[C:13]([OH:18])=[C:14]([CH:16]=[O:17])[CH:15]=1)[CH2:5][C:6]([O:8][CH3:9])=[O:7]. The yield is 0.660. (2) The reactants are [O:1]1CCO[CH:2]1[C:6]1[CH:11]=[CH:10][C:9]([N:12]2[CH:16]=[C:15]([C:17]([NH:19][C:20]3[CH:25]=[CH:24][C:23]([O:26][CH:27]([CH3:29])[CH3:28])=[C:22]([Cl:30])[CH:21]=3)=[O:18])[N:14]=[N:13]2)=[CH:8][CH:7]=1.Cl.O. The catalyst is CC(C)=O. The product is [Cl:30][C:22]1[CH:21]=[C:20]([NH:19][C:17]([C:15]2[N:14]=[N:13][N:12]([C:9]3[CH:8]=[CH:7][C:6]([CH:2]=[O:1])=[CH:11][CH:10]=3)[CH:16]=2)=[O:18])[CH:25]=[CH:24][C:23]=1[O:26][CH:27]([CH3:29])[CH3:28]. The yield is 0.880. (3) The reactants are [NH2:1][CH2:2][C@@H:3]1[C@H:7]2[O:8][C:9]([CH3:12])([CH3:11])[O:10][C@H:6]2[C@H:5]([N:13]2[C:17]3[N:18]=[CH:19][N:20]=[C:21]([NH:22][CH2:23][C:24]4[CH:29]=[CH:28][C:27]([O:30][CH3:31])=[CH:26][C:25]=4[O:32][CH3:33])[C:16]=3[CH:15]=[CH:14]2)[CH2:4]1.[Cl:34][C:35]1[C:36]([C:51]([F:54])([F:53])[F:52])=[CH:37][C:38]2[N:42]=[C:41]([CH2:43][CH2:44][CH:45]3[CH2:48][C:47](=O)[CH2:46]3)[NH:40][C:39]=2[CH:50]=1.C(O)(=O)C.C(O[BH-](OC(=O)C)OC(=O)C)(=O)C.[Na+]. The catalyst is ClCCCl.C(Cl)Cl. The product is [Cl:34][C:35]1[C:36]([C:51]([F:54])([F:52])[F:53])=[CH:37][C:38]2[N:42]=[C:41]([CH2:43][CH2:44][CH:45]3[CH2:46][CH:47]([NH:1][CH2:2][C@@H:3]4[C@H:7]5[O:8][C:9]([CH3:12])([CH3:11])[O:10][C@H:6]5[C@H:5]([N:13]5[C:17]6[N:18]=[CH:19][N:20]=[C:21]([NH:22][CH2:23][C:24]7[CH:29]=[CH:28][C:27]([O:30][CH3:31])=[CH:26][C:25]=7[O:32][CH3:33])[C:16]=6[CH:15]=[CH:14]5)[CH2:4]4)[CH2:48]3)[NH:40][C:39]=2[CH:50]=1. The yield is 0.710. (4) The reactants are [CH3:1][C:2]1([C:5]#[C:6][C:7]2[CH:12]=[C:11]([N+:13]([O-:15])=[O:14])[CH:10]=[CH:9][C:8]=2[NH:16]C(=O)CCC)[CH2:4][CH2:3]1.CCCC[N+](CCCC)(CCCC)CCCC.[F-]. The catalyst is C1COCC1. The product is [CH3:1][C:2]1([C:5]2[NH:16][C:8]3[C:7]([CH:6]=2)=[CH:12][C:11]([N+:13]([O-:15])=[O:14])=[CH:10][CH:9]=3)[CH2:4][CH2:3]1. The yield is 0.710. (5) The reactants are Br[CH:2]([CH3:14])[C:3]([NH:5][C:6]1[CH:11]=[CH:10][CH:9]=[C:8]([Br:12])[C:7]=1[OH:13])=[O:4].C(=O)([O-])[O-].[K+].[K+].O. The catalyst is CN(C)C=O. The product is [Br:12][C:8]1[C:7]2[O:13][CH:2]([CH3:14])[C:3](=[O:4])[NH:5][C:6]=2[CH:11]=[CH:10][CH:9]=1. The yield is 0.600. (6) The reactants are [CH3:1][C:2]1([CH3:17])[C:7]2[N:8]=[CH:9][N:10]([C:11]3[CH:16]=[CH:15][CH:14]=[CH:13][CH:12]=3)[C:6]=2[CH2:5][CH2:4][NH:3]1.[Cl:18][C:19]1[C:27]([C:28]([F:31])([F:30])[F:29])=[CH:26][CH:25]=[CH:24][C:20]=1[C:21](Cl)=[O:22].C([O-])([O-])=O.[K+].[K+]. The catalyst is C(Cl)Cl. The product is [Cl:18][C:19]1[C:27]([C:28]([F:30])([F:31])[F:29])=[CH:26][CH:25]=[CH:24][C:20]=1[C:21]([N:3]1[CH2:4][CH2:5][C:6]2[N:10]([C:11]3[CH:16]=[CH:15][CH:14]=[CH:13][CH:12]=3)[CH:9]=[N:8][C:7]=2[C:2]1([CH3:17])[CH3:1])=[O:22]. The yield is 0.480. (7) The reactants are [F:1][C:2]([F:28])([C:21]1[CH:26]=[CH:25][C:24]([CH3:27])=[CH:23][N:22]=1)[CH2:3][N:4]1[CH2:9][CH2:8][CH:7]([N:10]([CH3:20])[C:11]2[C:12]3[CH:19]=[CH:18][NH:17][C:13]=3[N:14]=[CH:15][N:16]=2)[CH2:6][CH2:5]1.[ClH:29]. The catalyst is CO. The product is [ClH:29].[F:28][C:2]([F:1])([C:21]1[CH:26]=[CH:25][C:24]([CH3:27])=[CH:23][N:22]=1)[CH2:3][N:4]1[CH2:9][CH2:8][CH:7]([N:10]([CH3:20])[C:11]2[C:12]3[CH:19]=[CH:18][NH:17][C:13]=3[N:14]=[CH:15][N:16]=2)[CH2:6][CH2:5]1. The yield is 1.00. (8) The reactants are C([O:5][C:6](=[O:17])[CH2:7][N:8]1[C:16]2[C:11](=[CH:12][CH:13]=[CH:14][CH:15]=2)[CH:10]=[N:9]1)(C)(C)C.C(O)(C(F)(F)F)=O. The catalyst is C(Cl)Cl. The product is [N:8]1([CH2:7][C:6]([OH:17])=[O:5])[C:16]2[C:11](=[CH:12][CH:13]=[CH:14][CH:15]=2)[CH:10]=[N:9]1. The yield is 0.980. (9) The reactants are Cl[C:2]1[C:3]([C:12]([F:15])([F:14])[F:13])=[CH:4][C:5]([N+:9]([O-:11])=[O:10])=[C:6]([NH2:8])[CH:7]=1.[F:16][C:17]([F:21])([F:20])[CH2:18][OH:19].[OH-].[K+].Cl. The catalyst is CS(C)=O.O. The product is [N+:9]([C:5]1[CH:4]=[C:3]([C:12]([F:15])([F:14])[F:13])[C:2]([O:19][CH2:18][C:17]([F:21])([F:20])[F:16])=[CH:7][C:6]=1[NH2:8])([O-:11])=[O:10]. The yield is 0.980. (10) The reactants are [C:1]([C:3]1[C:8](=O)[NH:7][C:6]([NH:10][CH:11]2[CH2:13][CH2:12]2)=[N:5][C:4]=1[C:14]1[CH:19]=[CH:18][CH:17]=[CH:16][C:15]=1[Cl:20])#[N:2].O=P(Cl)(Cl)[Cl:23]. The catalyst is O1CCOCC1. The product is [Cl:23][C:8]1[N:7]=[C:6]([NH:10][CH:11]2[CH2:13][CH2:12]2)[N:5]=[C:4]([C:14]2[CH:19]=[CH:18][CH:17]=[CH:16][C:15]=2[Cl:20])[C:3]=1[C:1]#[N:2]. The yield is 0.380.